This data is from Reaction yield outcomes from USPTO patents with 853,638 reactions. The task is: Predict the reaction yield, written as a fraction of the theoretical maximum amount of product (1.0 means a 100% yield; for example, 0.34 means a 34% yield). (1) The reactants are [CH3:1][C:2]1[CH:7]=[CH:6][C:5]([S:8]([OH:10])=[O:9])=[CH:4][CH:3]=1.[F:11][C:12]1[CH:19]=[C:18]([F:20])[CH:17]=[CH:16][C:13]=1[CH:14]=O.[CH:21]([NH2:23])=[O:22]. The catalyst is CO.[C@]12(CS(O)(=O)=O)C(C)(C)C(CC1)CC2=O. The product is [F:11][C:12]1[CH:19]=[C:18]([F:20])[CH:17]=[CH:16][C:13]=1[CH:14]([S:8]([C:5]1[CH:6]=[CH:7][C:2]([CH3:1])=[CH:3][CH:4]=1)(=[O:10])=[O:9])[NH:23][CH:21]=[O:22]. The yield is 0.702. (2) The product is [CH3:1][C:2]1[N:7]=[C:6]([CH2:8][C:9]2[CH:14]=[CH:13][C:12]([O:15][C:18](=[O:19])[N:17]([CH3:16])[C:21]3[CH:26]=[CH:25][CH:24]=[CH:23][CH:22]=3)=[CH:11][CH:10]=2)[CH:5]=[CH:4][CH:3]=1. The catalyst is C(Cl)Cl. The yield is 0.890. The reactants are [CH3:1][C:2]1[N:7]=[C:6]([CH2:8][C:9]2[CH:14]=[CH:13][C:12]([OH:15])=[CH:11][CH:10]=2)[CH:5]=[CH:4][CH:3]=1.[CH3:16][N:17]([C:21]1[CH:26]=[CH:25][CH:24]=[CH:23][CH:22]=1)[C:18](Cl)=[O:19].C1N2CCN(CC2)C1. (3) The reactants are [F:1][C:2]1[CH:7]=[CH:6][C:5]([C:8]2[C:12]3[C:13](=[O:17])[NH:14][CH2:15][CH2:16][C:11]=3[NH:10][C:9]=2[CH:18]=O)=[CH:4][CH:3]=1.[CH3:20][O:21][CH2:22][C:23]([NH:25][C:26]1[CH:27]=[C:28]2[C:32](=[CH:33][CH:34]=1)[NH:31][C:30](=[O:35])[CH2:29]2)=[O:24]. No catalyst specified. The product is [F:1][C:2]1[CH:3]=[CH:4][C:5]([C:8]2[C:12]3[C:13](=[O:17])[NH:14][CH2:15][CH2:16][C:11]=3[NH:10][C:9]=2[CH:18]=[C:29]2[C:28]3[C:32](=[CH:33][CH:34]=[C:26]([NH:25][C:23](=[O:24])[CH2:22][O:21][CH3:20])[CH:27]=3)[NH:31][C:30]2=[O:35])=[CH:6][CH:7]=1. The yield is 0.687.